Dataset: Drug-target binding data from BindingDB using Ki measurements. Task: Regression. Given a target protein amino acid sequence and a drug SMILES string, predict the binding affinity score between them. We predict pKi (pKi = -log10(Ki in M); higher means stronger inhibition). Dataset: bindingdb_ki. The pKi is 5.0. The target protein sequence is AAACPRGQGRTLVSGLIYYITGSSKTNTEEKLMDFLLKEQKYNKLIRPATNSSQLVSIELQVSLAQLISVNEREQIMTTNVWLKQEWTDYRLAWDPSKYQGVKILRIPAKCIWLPDIVLYNNADGTYEVSLYTNAVVRFNGSIFWLPPAIYKSACKIEVKHFPFDQQNCTLKFRSWTYDHTEIDLVLKNAMASMDDFTPSGEWDIVALPGRRTINPLDPSYVDVTYDFIIKRKPLFYTINLIIPCVLITSLAILVFYLPSDCGEKMTLCISVLLALTVFLLLISKIVPPTSLDVPLIGKYLMFTMVLVTFSIVTSVCVLNVHHRSPSTHSMPPWVKLVFLKRLPTFLFMNRPENHPARQRPGPRRRNRAEATSPAELYKNSMYFVNPASAGKIQDTADGTGGQRDFRLRSSKKYQPEVQEAIDGVSFIAEHMKSDDSDQSVIEDWKYVAMVVDRLFLWIFVFVCVLGTVGLFLPPLFQNHSPPESP. The small molecule is C[N+](C)(C)CCCCCC[N+](C)(C)C.